This data is from NCI-60 drug combinations with 297,098 pairs across 59 cell lines. The task is: Regression. Given two drug SMILES strings and cell line genomic features, predict the synergy score measuring deviation from expected non-interaction effect. (1) Drug 1: CC1CCC2CC(C(=CC=CC=CC(CC(C(=O)C(C(C(=CC(C(=O)CC(OC(=O)C3CCCCN3C(=O)C(=O)C1(O2)O)C(C)CC4CCC(C(C4)OC)OCCO)C)C)O)OC)C)C)C)OC. Drug 2: CCN(CC)CCCC(C)NC1=C2C=C(C=CC2=NC3=C1C=CC(=C3)Cl)OC. Cell line: A549. Synergy scores: CSS=23.6, Synergy_ZIP=-6.96, Synergy_Bliss=-4.90, Synergy_Loewe=-0.965, Synergy_HSA=0.131. (2) Drug 1: CC1=C2C(C(=O)C3(C(CC4C(C3C(C(C2(C)C)(CC1OC(=O)C(C(C5=CC=CC=C5)NC(=O)OC(C)(C)C)O)O)OC(=O)C6=CC=CC=C6)(CO4)OC(=O)C)OC)C)OC. Drug 2: C(CC(=O)O)C(=O)CN.Cl. Cell line: NCI/ADR-RES. Synergy scores: CSS=0.610, Synergy_ZIP=-1.76, Synergy_Bliss=-5.02, Synergy_Loewe=-9.37, Synergy_HSA=-5.64. (3) Drug 2: CC1C(C(CC(O1)OC2CC(CC3=C2C(=C4C(=C3O)C(=O)C5=C(C4=O)C(=CC=C5)OC)O)(C(=O)CO)O)N)O.Cl. Drug 1: CC=C1C(=O)NC(C(=O)OC2CC(=O)NC(C(=O)NC(CSSCCC=C2)C(=O)N1)C(C)C)C(C)C. Cell line: MDA-MB-435. Synergy scores: CSS=66.0, Synergy_ZIP=1.56, Synergy_Bliss=1.24, Synergy_Loewe=-14.4, Synergy_HSA=2.42. (4) Drug 1: CC1C(C(CC(O1)OC2CC(CC3=C2C(=C4C(=C3O)C(=O)C5=C(C4=O)C(=CC=C5)OC)O)(C(=O)C)O)N)O.Cl. Drug 2: CS(=O)(=O)OCCCCOS(=O)(=O)C. Cell line: T-47D. Synergy scores: CSS=3.72, Synergy_ZIP=-1.66, Synergy_Bliss=6.52, Synergy_Loewe=-16.8, Synergy_HSA=4.99. (5) Drug 1: CNC(=O)C1=NC=CC(=C1)OC2=CC=C(C=C2)NC(=O)NC3=CC(=C(C=C3)Cl)C(F)(F)F. Drug 2: CC1=C(C(=O)C2=C(C1=O)N3CC4C(C3(C2COC(=O)N)OC)N4)N. Cell line: UACC62. Synergy scores: CSS=36.4, Synergy_ZIP=-1.68, Synergy_Bliss=-0.956, Synergy_Loewe=-13.1, Synergy_HSA=1.11. (6) Drug 1: CC1=C2C(C(=O)C3(C(CC4C(C3C(C(C2(C)C)(CC1OC(=O)C(C(C5=CC=CC=C5)NC(=O)OC(C)(C)C)O)O)OC(=O)C6=CC=CC=C6)(CO4)OC(=O)C)OC)C)OC. Drug 2: CCN(CC)CCCC(C)NC1=C2C=C(C=CC2=NC3=C1C=CC(=C3)Cl)OC. Cell line: NCI-H522. Synergy scores: CSS=27.4, Synergy_ZIP=-7.92, Synergy_Bliss=-11.4, Synergy_Loewe=-37.7, Synergy_HSA=-8.89. (7) Drug 1: CC1=C(C=C(C=C1)NC(=O)C2=CC=C(C=C2)CN3CCN(CC3)C)NC4=NC=CC(=N4)C5=CN=CC=C5. Drug 2: C1CNP(=O)(OC1)N(CCCl)CCCl. Cell line: HS 578T. Synergy scores: CSS=3.93, Synergy_ZIP=-0.523, Synergy_Bliss=2.63, Synergy_Loewe=1.08, Synergy_HSA=1.09. (8) Drug 1: CCC1(CC2CC(C3=C(CCN(C2)C1)C4=CC=CC=C4N3)(C5=C(C=C6C(=C5)C78CCN9C7C(C=CC9)(C(C(C8N6C=O)(C(=O)OC)O)OC(=O)C)CC)OC)C(=O)OC)O.OS(=O)(=O)O. Drug 2: C1=NNC2=C1C(=O)NC=N2. Cell line: MOLT-4. Synergy scores: CSS=0.184, Synergy_ZIP=-1.14, Synergy_Bliss=-1.01, Synergy_Loewe=-0.750, Synergy_HSA=-1.44. (9) Drug 1: COC1=C(C=C2C(=C1)N=CN=C2NC3=CC(=C(C=C3)F)Cl)OCCCN4CCOCC4. Drug 2: C1=NC2=C(N=C(N=C2N1C3C(C(C(O3)CO)O)F)Cl)N. Cell line: SF-268. Synergy scores: CSS=27.4, Synergy_ZIP=-5.40, Synergy_Bliss=0.164, Synergy_Loewe=-0.847, Synergy_HSA=1.72.